Dataset: Catalyst prediction with 721,799 reactions and 888 catalyst types from USPTO. Task: Predict which catalyst facilitates the given reaction. (1) Reactant: [Cl:1][C:2]1[N:3]([CH2:10][C@@:11]([OH:15])([CH3:14])[CH2:12][OH:13])[CH:4]=[C:5]([N+:7]([O-:9])=[O:8])[N:6]=1.[CH3:16][S:17](Cl)(=[O:19])=[O:18].Cl. Product: [Cl:1][C:2]1[N:3]([CH2:10][C@@:11]([OH:15])([CH3:14])[CH2:12][O:13][S:17]([CH3:16])(=[O:19])=[O:18])[CH:4]=[C:5]([N+:7]([O-:9])=[O:8])[N:6]=1. The catalyst class is: 17. (2) Reactant: [Br:1][CH2:2][C:3](Br)=[O:4].[CH2:6]([O:13][CH2:14][CH:15]([NH:26][C:27](=[O:33])[O:28][C:29]([CH3:32])([CH3:31])[CH3:30])[CH2:16][NH:17][CH2:18][C:19]1[CH:24]=[CH:23][C:22]([F:25])=[CH:21][CH:20]=1)[C:7]1[CH:12]=[CH:11][CH:10]=[CH:9][CH:8]=1.C(N(CC)CC)C. Product: [CH2:6]([O:13][CH2:14][CH:15]([NH:26][C:27](=[O:33])[O:28][C:29]([CH3:31])([CH3:30])[CH3:32])[CH2:16][N:17]([C:3](=[O:4])[CH2:2][Br:1])[CH2:18][C:19]1[CH:24]=[CH:23][C:22]([F:25])=[CH:21][CH:20]=1)[C:7]1[CH:12]=[CH:11][CH:10]=[CH:9][CH:8]=1. The catalyst class is: 1. (3) Reactant: C([N:4]1[C:9]2=[CH:10][CH:11]=[C:12]3[C:17]([N:16]=[C:15]([CH:18]([CH3:20])[CH3:19])[N:14]([C:21]4[CH:26]=[CH:25][C:24]([Cl:27])=[CH:23][CH:22]=4)[C:13]3=[O:28])=[C:8]2[CH:7]([CH:29]([CH3:31])[CH3:30])[CH2:6][CH2:5]1)(=O)C.[OH-].[K+]. Product: [Cl:27][C:24]1[CH:23]=[CH:22][C:21]([N:14]2[C:13](=[O:28])[C:12]3[C:17](=[C:8]4[CH:7]([CH:29]([CH3:30])[CH3:31])[CH2:6][CH2:5][NH:4][C:9]4=[CH:10][CH:11]=3)[N:16]=[C:15]2[CH:18]([CH3:20])[CH3:19])=[CH:26][CH:25]=1. The catalyst class is: 240. (4) Reactant: [Cl:1][C:2]1[N:7]=[CH:6][N:5]=[C:4]([NH2:8])[C:3]=1[NH2:9].[Cl:10][C:11]1[CH:16]=[CH:15][CH:14]=[C:13]([Cl:17])[C:12]=1[N:18]=[C:19]=S.CCN(C(C)C)C(C)C. Product: [Cl:1][C:2]1[N:7]=[CH:6][N:5]=[C:4]2[C:3]=1[N:9]=[C:19]([NH:18][C:12]1[C:11]([Cl:10])=[CH:16][CH:15]=[CH:14][C:13]=1[Cl:17])[NH:8]2. The catalyst class is: 23. (5) Reactant: [CH:1]1[C:6]([OH:7])=[CH:5][C:4]2[O:8][C:9]([CH:11]=[CH:12][C:3]=2[CH:2]=1)=[O:10].CC1C=CC(S(O[CH2:24][CH2:25][O:26][CH2:27][CH2:28][O:29][CH2:30][CH2:31][Cl:32])(=O)=O)=CC=1.C([O-])([O-])=O.[K+].[K+].C1OCCOCCOCCOCCOCCOC1. Product: [Cl:32][CH2:31][CH2:30][O:29][CH2:28][CH2:27][O:26][CH2:25][CH2:24][O:7][C:6]1[CH:5]=[C:4]2[C:3]([CH:12]=[CH:11][C:9](=[O:10])[O:8]2)=[CH:2][CH:1]=1. The catalyst class is: 21. (6) Reactant: [C:1]([O:5][C:6]([NH:8][C@@H:9]([CH2:13][CH2:14][CH2:15][C@H:16]([O:26][CH2:27][CH2:28][CH3:29])[C@H:17]([C@@H:23]([OH:25])[CH3:24])[CH2:18][CH2:19][CH:20]([CH3:22])[CH3:21])[C:10](O)=[O:11])=[O:7])([CH3:4])([CH3:3])[CH3:2].CC1C=CC=C([N+]([O-])=O)C=1C(OC(C1C([N+]([O-])=O)=CC=CC=1C)=O)=O. Product: [CH2:18]([C@H:17]1[C@H:23]([CH3:24])[O:25][C:10](=[O:11])[C@@H:9]([NH:8][C:6](=[O:7])[O:5][C:1]([CH3:4])([CH3:3])[CH3:2])[CH2:13][CH2:14][CH2:15][C@@H:16]1[O:26][CH2:27][CH2:28][CH3:29])[CH2:19][CH:20]([CH3:22])[CH3:21]. The catalyst class is: 64. (7) Reactant: [CH2:1]([O:8][C:9]1[C:16]([O:17][CH3:18])=[CH:15][C:12]([CH:13]=[O:14])=[C:11]([I:19])[CH:10]=1)[C:2]1[CH:7]=[CH:6][CH:5]=[CH:4][CH:3]=1.CS(C)=[O:22].S(=O)(=O)(O)O.Cl([O-])=O.[Na+]. Product: [CH2:1]([O:8][C:9]1[C:16]([O:17][CH3:18])=[CH:15][C:12]([C:13]([OH:22])=[O:14])=[C:11]([I:19])[CH:10]=1)[C:2]1[CH:3]=[CH:4][CH:5]=[CH:6][CH:7]=1. The catalyst class is: 192.